From a dataset of Forward reaction prediction with 1.9M reactions from USPTO patents (1976-2016). Predict the product of the given reaction. (1) Given the reactants [CH2:1]([N:7]1[C:12](=[O:13])[CH2:11][C:10](=[O:14])[N:9]([CH2:15][C:16]2[CH:21]=[CH:20][CH:19]=[CH:18][CH:17]=2)[C:8]1=[O:22])[CH2:2][CH2:3][CH2:4][CH2:5][CH3:6].C(N(C(C)C)CC)(C)C.[N:32]([CH2:35][C:36]([O:38]CC)=[O:37])=[C:33]=[O:34], predict the reaction product. The product is: [CH2:1]([N:7]1[C:12]([OH:13])=[C:11]([C:33]([NH:32][CH2:35][C:36]([OH:38])=[O:37])=[O:34])[C:10](=[O:14])[N:9]([CH2:15][C:16]2[CH:21]=[CH:20][CH:19]=[CH:18][CH:17]=2)[C:8]1=[O:22])[CH2:2][CH2:3][CH2:4][CH2:5][CH3:6]. (2) The product is: [CH:18]1([C:17]2[O:16][N:15]=[C:14]([CH:21]3[CH2:22][CH2:23][C:24]([F:28])([F:27])[CH2:25][CH2:26]3)[C:13]=2[CH2:12][O:11][CH:8]2[CH2:9][CH2:10][C:5](=[O:4])[CH2:6][CH2:7]2)[CH2:19][CH2:20]1. Given the reactants O1[C:5]2([CH2:10][CH2:9][CH:8]([O:11][CH2:12][C:13]3[C:14]([CH:21]4[CH2:26][CH2:25][C:24]([F:28])([F:27])[CH2:23][CH2:22]4)=[N:15][O:16][C:17]=3[CH:18]3[CH2:20][CH2:19]3)[CH2:7][CH2:6]2)[O:4]CC1.Cl, predict the reaction product. (3) Given the reactants [NH2:1][C:2]1[CH:7]=[CH:6][C:5]([C:8]2[N:9]([C:17]([NH2:19])=[O:18])[C:10]3[C:15]([CH:16]=2)=[CH:14][CH:13]=[CH:12][CH:11]=3)=[CH:4][CH:3]=1.[C:20]1([CH3:29])[CH:25]=[CH:24][CH:23]=[C:22]([C:26](O)=[O:27])[CH:21]=1, predict the reaction product. The product is: [CH3:29][C:20]1[CH:21]=[C:22]([CH:23]=[CH:24][CH:25]=1)[C:26]([NH:1][C:2]1[CH:7]=[CH:6][C:5]([C:8]2[N:9]([C:17]([NH2:19])=[O:18])[C:10]3[C:15]([CH:16]=2)=[CH:14][CH:13]=[CH:12][CH:11]=3)=[CH:4][CH:3]=1)=[O:27]. (4) Given the reactants CO[C:3]1[CH:31]=[CH:30][C:6]2[C:7](=[O:29])/[C:8](=C/C3C4C(=CC=C(OCCN5CCOCC5)C=4)NN=3)/[O:9][C:5]=2[C:4]=1[CH2:32][N:33]1[CH2:38][CH2:37][N:36](C(OC(C)(C)C)=O)[CH2:35][CH2:34]1.Cl, predict the reaction product. The product is: [N:33]1([CH2:32][C:4]2[C:5]3[O:9][CH2:8][C:7](=[O:29])[C:6]=3[CH:30]=[CH:31][CH:3]=2)[CH2:38][CH2:37][NH:36][CH2:35][CH2:34]1. (5) Given the reactants [C:1]([O:5][C:6](=[O:23])[CH2:7][C@H:8]([NH:12][C:13]([O:15][CH2:16][C:17]1[CH:22]=[CH:21][CH:20]=[CH:19][CH:18]=1)=[O:14])[C:9]([OH:11])=O)([CH3:4])([CH3:3])[CH3:2].[B-](F)(F)(F)F.CCOC(C(C#N)=N[O:36][C:37]([N:41]([CH3:43])[CH3:42])=[N+](C)C)=O, predict the reaction product. The product is: [CH2:1]([O:5][C:37]([N:41]1[CH2:42][CH2:13][N:12]([C:9](=[O:11])[C@@H:8]([NH:12][C:13]([O:15][CH2:16][C:17]2[CH:22]=[CH:21][CH:20]=[CH:19][CH:18]=2)=[O:14])[CH2:7][C:6]([O:5][C:1]([CH3:2])([CH3:3])[CH3:4])=[O:23])[CH2:8][CH2:43]1)=[O:36])[CH3:2].